From a dataset of Forward reaction prediction with 1.9M reactions from USPTO patents (1976-2016). Predict the product of the given reaction. (1) Given the reactants Br[C:2]1[N:3]=[CH:4][C:5]([C:8]([N:10]2[CH2:15][CH2:14][N:13]([C:16]3[C:21]([CH3:22])=[CH:20][C:19]([CH3:23])=[CH:18][N:17]=3)[CH2:12][CH2:11]2)=[O:9])=[N:6][CH:7]=1.[CH3:24][CH:25]1[NH:29][C:28](=[O:30])[CH2:27][CH2:26]1, predict the reaction product. The product is: [CH3:22][C:21]1[C:16]([N:13]2[CH2:14][CH2:15][N:10]([C:8]([C:5]3[N:6]=[CH:7][C:2]([N:29]4[CH:25]([CH3:24])[CH2:26][CH2:27][C:28]4=[O:30])=[N:3][CH:4]=3)=[O:9])[CH2:11][CH2:12]2)=[N:17][CH:18]=[C:19]([CH3:23])[CH:20]=1. (2) Given the reactants [CH:1]1([C:4]2[NH:5][C:6]3[CH:12]=[CH:11][CH:10]=[CH:9][C:7]=3[N:8]=2)[CH2:3][CH2:2]1.Cl[C:14]1[N:15]=[C:16]([N:35]2[CH2:40][CH2:39][O:38][CH2:37][CH2:36]2)[C:17]2[N:23]=[C:22]([CH2:24][N:25]3[CH2:30][CH2:29][CH:28]([C:31]([OH:34])([CH3:33])[CH3:32])[CH2:27][CH2:26]3)[CH:21]=[CH:20][C:18]=2[N:19]=1, predict the reaction product. The product is: [CH:1]1([C:4]2[N:5]([C:14]3[N:15]=[C:16]([N:35]4[CH2:40][CH2:39][O:38][CH2:37][CH2:36]4)[C:17]4[N:23]=[C:22]([CH2:24][N:25]5[CH2:30][CH2:29][CH:28]([C:31]([OH:34])([CH3:33])[CH3:32])[CH2:27][CH2:26]5)[CH:21]=[CH:20][C:18]=4[N:19]=3)[C:6]3[CH:12]=[CH:11][CH:10]=[CH:9][C:7]=3[N:8]=2)[CH2:3][CH2:2]1. (3) Given the reactants [Cl:1][C:2]1[CH:7]=[CH:6][CH:5]=[CH:4][C:3]=1[S:8]([CH:11]1[CH2:16][CH2:15][NH:14][CH2:13][CH2:12]1)(=[O:10])=[O:9].Cl[C:18]1[C:23]([Cl:24])=[CH:22][CH:21]=[CH:20][N:19]=1, predict the reaction product. The product is: [Cl:24][C:23]1[C:18]([N:14]2[CH2:15][CH2:16][CH:11]([S:8]([C:3]3[CH:4]=[CH:5][CH:6]=[CH:7][C:2]=3[Cl:1])(=[O:9])=[O:10])[CH2:12][CH2:13]2)=[N:19][CH:20]=[CH:21][CH:22]=1. (4) Given the reactants [CH2:1]([O:8][CH2:9][CH2:10][CH2:11][O:12][C:13]1[C:14]([B:23]2[O:27][C:26](C)(C)[C:25](C)(C)[O:24]2)=[C:15]([CH:18]=[CH:19][C:20]=1[O:21][CH3:22])C=O)[C:2]1[CH:7]=[CH:6][CH:5]=[CH:4][CH:3]=1.[N+:32](C)([O-:34])=[O:33].[OH-].[Na+].C1COCC1, predict the reaction product. The product is: [CH2:1]([O:8][CH2:9][CH2:10][CH2:11][O:12][C:13]1[C:14]2[B:23]([OH:27])[O:24][CH:25]([CH2:26][N+:32]([O-:34])=[O:33])[C:15]=2[CH:18]=[CH:19][C:20]=1[O:21][CH3:22])[C:2]1[CH:3]=[CH:4][CH:5]=[CH:6][CH:7]=1. (5) Given the reactants Br[CH2:2][C:3]([O:5][C:6]([CH3:9])([CH3:8])[CH3:7])=[O:4].[Cl:10][C:11]1[CH:12]=[C:13]([OH:18])[CH:14]=[CH:15][C:16]=1[F:17].C([O-])([O-])=O.[K+].[K+], predict the reaction product. The product is: [Cl:10][C:11]1[CH:12]=[C:13]([CH:14]=[CH:15][C:16]=1[F:17])[O:18][CH2:2][C:3]([O:5][C:6]([CH3:9])([CH3:8])[CH3:7])=[O:4]. (6) Given the reactants [Cl:1][C:2]1[CH:8]=[CH:7][C:5]([NH2:6])=[C:4]([F:9])[CH:3]=1.C(N(CC)CC)C.[C:17](Cl)(=[O:22])[C:18]([CH3:21])([CH3:20])[CH3:19].Cl, predict the reaction product. The product is: [Cl:1][C:2]1[CH:8]=[CH:7][C:5]([NH:6][C:17](=[O:22])[C:18]([CH3:21])([CH3:20])[CH3:19])=[C:4]([F:9])[CH:3]=1. (7) Given the reactants [H-].[Na+].CS(C)=[O:5].C1(P(C2C=CC=CC=2)(C2C=CC=CC=2)=[CH:14][CH2:15][C:16](Br)=[O:17])C=CC=CC=1.[CH:31]([C:33]1[C:34]([NH:51][C:52](=[O:57])[C:53]([CH3:56])([CH3:55])[CH3:54])=[N:35][C:36]([O:39][CH2:40][CH2:41][CH2:42][CH2:43][O:44][CH:45]2[CH2:50][CH2:49][CH2:48][CH2:47][O:46]2)=[CH:37][CH:38]=1)=O, predict the reaction product. The product is: [CH3:54][C:53]([CH3:56])([CH3:55])[C:52]([NH:51][C:34]1[C:33]([CH:31]=[CH:14][CH2:15][C:16]([OH:17])=[O:5])=[CH:38][CH:37]=[C:36]([O:39][CH2:40][CH2:41][CH2:42][CH2:43][O:44][CH:45]2[CH2:50][CH2:49][CH2:48][CH2:47][O:46]2)[N:35]=1)=[O:57].